From a dataset of hERG Central: cardiac toxicity at 1µM, 10µM, and general inhibition. Predict hERG channel inhibition at various concentrations. (1) The drug is COc1ccc(S(=O)(=O)N2CCN(C/C=C/c3ccccc3)CC2)cc1NC(C)=O. Results: hERG_inhib (hERG inhibition (general)): blocker. (2) The compound is CCCCCn1c(SCC(=O)OCC)nc2cc(C(=O)N3CCC(C(N)=O)CC3)ccc2c1=O. Results: hERG_inhib (hERG inhibition (general)): blocker. (3) The compound is COc1ccc(/C=N/NC(=O)c2cccc(Br)c2)cc1CN1CCOCC1. Results: hERG_inhib (hERG inhibition (general)): blocker. (4) The molecule is CCOC(=O)C1(CCOc2ccccc2)CCN(Cc2cc(OC)cc(OC)c2)CC1. Results: hERG_inhib (hERG inhibition (general)): blocker. (5) The compound is CCOC(=O)c1[nH]ncc1CN1CCCC(C(=O)c2cc(Cl)ccc2OC)C1. Results: hERG_inhib (hERG inhibition (general)): blocker.